Regression/Classification. Given a drug SMILES string, predict its absorption, distribution, metabolism, or excretion properties. Task type varies by dataset: regression for continuous measurements (e.g., permeability, clearance, half-life) or binary classification for categorical outcomes (e.g., BBB penetration, CYP inhibition). Dataset: bioavailability_ma. From a dataset of Oral bioavailability binary classification data from Ma et al.. (1) The drug is CN1C(C(=O)Nc2ccccn2)=C(O)c2sccc2S1(=O)=O. The result is 1 (high bioavailability). (2) The molecule is CC[N+]1(C)[C@H]2C[C@H](OC(=O)[C@H](CO)c3ccccc3)C[C@@H]1[C@H]1O[C@@H]21. The result is 0 (low bioavailability). (3) The drug is CCC1(c2cccc(O)c2)CCCCN(C)C1. The result is 0 (low bioavailability). (4) The drug is CC(C)(Sc1cc(C(C)(C)C)c(O)c(C(C)(C)C)c1)Sc1cc(C(C)(C)C)c(O)c(C(C)(C)C)c1. The result is 0 (low bioavailability). (5) The molecule is Cn1c(=O)c2c(ncn2C)n(C)c1=O. The result is 1 (high bioavailability).